Dataset: Reaction yield outcomes from USPTO patents with 853,638 reactions. Task: Predict the reaction yield, written as a fraction of the theoretical maximum amount of product (1.0 means a 100% yield; for example, 0.34 means a 34% yield). (1) The reactants are [C:1]([C:5]1[CH:10]=[CH:9][C:8]([C:11]2[C:19]3[O:20][CH2:21][O:22][C:18]=3[CH:17]=[C:16]3[C:12]=2[CH2:13][CH:14]([CH3:24])[C:15]3=O)=[CH:7][CH:6]=1)([CH3:4])([CH3:3])[CH3:2].[H-].[H-].[H-].[H-].[Li+].[Al+3].Cl. The catalyst is CCOCC. The product is [C:1]([C:5]1[CH:10]=[CH:9][C:8]([C:11]2[C:19]3[O:20][CH2:21][O:22][C:18]=3[CH:17]=[C:16]3[C:12]=2[CH2:13][C:14]([CH3:24])=[CH:15]3)=[CH:7][CH:6]=1)([CH3:4])([CH3:2])[CH3:3]. The yield is 0.677. (2) The yield is 0.535. The reactants are [Br:1][C:2]1[CH:3]=[C:4]([CH:7]=[C:8]([F:10])[CH:9]=1)[C:5]#[N:6].Cl. The product is [Br:1][C:2]1[CH:3]=[C:4]([CH2:5][NH2:6])[CH:7]=[C:8]([F:10])[CH:9]=1. The catalyst is C1COCC1. (3) The reactants are Cl[C:2]1[CH:7]=[C:6]([CH3:8])[C:5]([O:9][CH3:10])=[CH:4][C:3]=1[N+:11]([O-:13])=[O:12].[Cu](C#N)[C:15]#[N:16]. The catalyst is C(OCC)(=O)C. The product is [CH3:10][O:9][C:5]1[C:6]([CH3:8])=[CH:7][C:2]([C:15]#[N:16])=[C:3]([N+:11]([O-:13])=[O:12])[CH:4]=1. The yield is 0.410.